Dataset: Reaction yield outcomes from USPTO patents with 853,638 reactions. Task: Predict the reaction yield, written as a fraction of the theoretical maximum amount of product (1.0 means a 100% yield; for example, 0.34 means a 34% yield). (1) The reactants are [C:1]([CH2:7][C:8]#[N:9])(=[O:6])[C:2]([CH3:5])([CH3:4])[CH3:3].[Br:10]N1C(=O)CCC1=O. No catalyst specified. The product is [Br:10][CH:7]([C:1](=[O:6])[C:2]([CH3:5])([CH3:4])[CH3:3])[C:8]#[N:9]. The yield is 0.879. (2) The reactants are [Cl:1][C:2]1[N:7]=[CH:6][C:5]([S:8](Cl)(=[O:10])=[O:9])=[CH:4][CH:3]=1.[OH-].[NH4+:13]. The catalyst is CCOC(C)=O. The product is [Cl:1][C:2]1[N:7]=[CH:6][C:5]([S:8]([NH2:13])(=[O:10])=[O:9])=[CH:4][CH:3]=1. The yield is 0.690. (3) The yield is 0.667. The product is [CH:20]1([CH:21]([NH:8][C:6](=[O:7])[O:5][C:1]([CH3:2])([CH3:4])[CH3:3])[CH2:22][OH:23])[CH2:24][CH2:22][CH2:21][CH2:20][CH2:24]1. No catalyst specified. The reactants are [C:1]([O:5][C:6]([N:8](C1CCCCC1)CC(O)=O)=[O:7])([CH3:4])([CH3:3])[CH3:2].B.[CH2:20]1[CH2:24][O:23][CH2:22][CH2:21]1. (4) The reactants are [Cl:1][C:2]1[N:3]=[C:4](Cl)[C:5]2[CH2:10][CH2:9][CH:8]([C:11]3[CH:16]=[CH:15][C:14]([O:17][C:18]([F:21])([F:20])[F:19])=[CH:13][CH:12]=3)[C:6]=2[N:7]=1.[CH3:23][NH2:24]. The catalyst is CO. The product is [Cl:1][C:2]1[N:3]=[C:4]([NH:24][CH3:23])[C:5]2[CH2:10][CH2:9][CH:8]([C:11]3[CH:16]=[CH:15][C:14]([O:17][C:18]([F:21])([F:20])[F:19])=[CH:13][CH:12]=3)[C:6]=2[N:7]=1. The yield is 1.12.